Dataset: Catalyst prediction with 721,799 reactions and 888 catalyst types from USPTO. Task: Predict which catalyst facilitates the given reaction. (1) Reactant: [F:1][C:2]1[CH:7]=[C:6]([O:8]C)[CH:5]=[C:4]([O:10]C)[CH:3]=1.B(Br)(Br)Br.CO. Product: [F:1][C:2]1[CH:3]=[C:4]([OH:10])[CH:5]=[C:6]([OH:8])[CH:7]=1. The catalyst class is: 4. (2) Reactant: CS(Cl)(=O)=O.[Cl:6][C:7]1[CH:11]=[C:10]([C:12]([OH:14])=O)[N:9]([C:15]2[C:20]([Cl:21])=[CH:19][CH:18]=[CH:17][N:16]=2)[N:8]=1.C(N(CC)CC)C.[NH2:29][C:30]1[C:38]([CH3:39])=[CH:37][C:36]([Cl:40])=[CH:35][C:31]=1[C:32](O)=[O:33]. Product: [Cl:40][C:36]1[CH:37]=[C:38]([CH3:39])[C:30]2[N:29]=[C:12]([C:10]3[N:9]([C:15]4[C:20]([Cl:21])=[CH:19][CH:18]=[CH:17][N:16]=4)[N:8]=[C:7]([Cl:6])[CH:11]=3)[O:14][C:32](=[O:33])[C:31]=2[CH:35]=1. The catalyst class is: 10. (3) Reactant: [CH3:1][Si:2]([CH3:9])([CH3:8])[O:3][Si:4]([CH3:7])([CH3:6])[CH3:5].F[C:11](F)(S(O)(=O)=O)[C:12](F)(F)[C:13](F)(F)C(F)(F)F.N. Product: [CH3:1][Si:2]([CH3:9])([CH3:8])[O:3][Si:4]([CH3:7])([CH3:6])[CH2:5][CH2:11][CH2:12][CH3:13]. The catalyst class is: 6. (4) Reactant: [CH2:1]([O:8][C:9]1[CH:14]=[C:13]([OH:15])[CH:12]=[CH:11][C:10]=1[N:16]1[S:20](=[O:22])(=[O:21])[N:19]([CH2:23][CH2:24][Si:25]([CH3:28])([CH3:27])[CH3:26])[C:18](=[O:29])[CH2:17]1)[C:2]1[CH:7]=[CH:6][CH:5]=[CH:4][CH:3]=1.[CH2:30](O)[CH2:31][C:32]1[CH:37]=[CH:36][CH:35]=[CH:34][CH:33]=1.CC(OC(/N=N/C(OC(C)C)=O)=O)C.C1(P(C2C=CC=CC=2)C2C=CC=CC=2)C=CC=CC=1. Product: [CH2:1]([O:8][C:9]1[CH:14]=[C:13]([O:15][CH2:30][CH2:31][C:32]2[CH:37]=[CH:36][CH:35]=[CH:34][CH:33]=2)[CH:12]=[CH:11][C:10]=1[N:16]1[S:20](=[O:21])(=[O:22])[N:19]([CH2:23][CH2:24][Si:25]([CH3:26])([CH3:28])[CH3:27])[C:18](=[O:29])[CH2:17]1)[C:2]1[CH:3]=[CH:4][CH:5]=[CH:6][CH:7]=1. The catalyst class is: 1. (5) Reactant: [CH3:1][C:2]1[S:11][C:5]2[N:6]=[CH:7][N:8]=[C:9]([NH2:10])[C:4]=2[C:3]=1[C:12]1[CH:17]=[CH:16][C:15]([N+:18]([O-:20])=[O:19])=[CH:14][CH:13]=1.C1C(=O)N([Br:28])C(=O)C1.CC(N=NC(C#N)(C)C)(C#N)C. Product: [Br:28][CH2:1][C:2]1[S:11][C:5]2[N:6]=[CH:7][N:8]=[C:9]([NH2:10])[C:4]=2[C:3]=1[C:12]1[CH:13]=[CH:14][C:15]([N+:18]([O-:20])=[O:19])=[CH:16][CH:17]=1. The catalyst class is: 48. (6) Reactant: [F:1][C:2]([F:20])([F:19])[C:3]1[CH:18]=[CH:17][C:6]([S:7][CH2:8][C:9]2[O:13][N:12]=[C:11]([C:14]([OH:16])=O)[CH:10]=2)=[CH:5][CH:4]=1.C(N(CC)CC)C.Cl.C(N=C=NCCCN(C)C)C.ON1C2C=CC=CC=2N=N1.[O:50]1[CH2:54][CH2:53][CH:52]([CH2:55][NH2:56])[CH2:51]1. Product: [O:50]1[CH2:54][CH2:53][CH:52]([CH2:55][NH:56][C:14]([C:11]2[CH:10]=[C:9]([CH2:8][S:7][C:6]3[CH:5]=[CH:4][C:3]([C:2]([F:1])([F:20])[F:19])=[CH:18][CH:17]=3)[O:13][N:12]=2)=[O:16])[CH2:51]1. The catalyst class is: 408.